Task: Predict the product of the given reaction.. Dataset: Forward reaction prediction with 1.9M reactions from USPTO patents (1976-2016) (1) Given the reactants [F:1][C:2]1[CH:7]=[CH:6][CH:5]=[CH:4][C:3]=1[C:8]1[CH:9]=[N:10][C:11]([N:14]2[C:22]3[C:17](=[CH:18][CH:19]=[C:20]([C:23](O)=[O:24])[CH:21]=3)[C:16]([S:26][CH3:27])=[CH:15]2)=[N:12][CH:13]=1.CN(C([O:35]N1N=NC2C=CC=CC1=2)=[N+](C)C)C.[B-](F)(F)(F)F.[NH:50]1[CH2:54][CH2:53][C@@H:52]([CH2:55][OH:56])[CH2:51]1.ClC1C=C(C=CC=1)C(OO)=O, predict the reaction product. The product is: [F:1][C:2]1[CH:7]=[CH:6][CH:5]=[CH:4][C:3]=1[C:8]1[CH:9]=[N:10][C:11]([N:14]2[C:22]3[C:17](=[CH:18][CH:19]=[C:20]([C:23]([N:50]4[CH2:54][CH2:53][C@@H:52]([CH2:55][OH:56])[CH2:51]4)=[O:24])[CH:21]=3)[C:16]([S:26]([CH3:27])=[O:35])=[CH:15]2)=[N:12][CH:13]=1. (2) Given the reactants [CH3:1][O:2][C:3]1[CH:11]=[C:10]2[C:6]([CH2:7][CH2:8][C:9]2=[O:12])=[CH:5][C:4]=1B1OC(C)(C)C(C)(C)O1.Cl[C:23]1[N:28]=[N:27][C:26]([N:29]([CH3:40])[CH:30]2[CH2:35][C:34]([CH3:37])([CH3:36])[NH:33][C:32]([CH3:39])([CH3:38])[CH2:31]2)=[CH:25][CH:24]=1, predict the reaction product. The product is: [CH3:1][O:2][C:3]1[CH:11]=[C:10]2[C:6]([CH2:7][CH2:8][C:9]2=[O:12])=[CH:5][C:4]=1[C:23]1[N:28]=[N:27][C:26]([N:29]([CH3:40])[CH:30]2[CH2:35][C:34]([CH3:36])([CH3:37])[NH:33][C:32]([CH3:39])([CH3:38])[CH2:31]2)=[CH:25][CH:24]=1. (3) Given the reactants [Cl:1][C:2]1[CH:8]=[C:7]([CH:9]2[CH2:11][CH2:10]2)[CH:6]=[CH:5][C:3]=1[NH2:4].N(OC(C)(C)C)=O.[Si]([N:23]=[N+:24]=[N-])(C)(C)C.C([O-])(O)=O.[Na+], predict the reaction product. The product is: [N:4]([C:3]1[CH:5]=[CH:6][C:7]([CH:9]2[CH2:11][CH2:10]2)=[CH:8][C:2]=1[Cl:1])=[N+:23]=[N-:24]. (4) Given the reactants [C:1]([O:5][C:6](=[O:20])[NH:7][C@@H:8]1[CH2:12][CH2:11][N:10]([C:13]2[CH:18]=[CH:17][N:16]=[C:15](Cl)[N:14]=2)[CH2:9]1)([CH3:4])([CH3:3])[CH3:2].C(N(CC)C(C)C)(C)C.[CH2:30]([NH2:34])[CH:31]([CH3:33])[CH3:32], predict the reaction product. The product is: [C:1]([O:5][C:6](=[O:20])[NH:7][C@@H:8]1[CH2:12][CH2:11][N:10]([C:13]2[CH:18]=[CH:17][N:16]=[C:15]([NH:34][CH2:30][CH:31]([CH3:33])[CH3:32])[N:14]=2)[CH2:9]1)([CH3:4])([CH3:3])[CH3:2]. (5) The product is: [CH:21]([C:5]1[CH:6]=[C:1]([C:7]2[NH:8][C:9]3[CH:10]=[CH:11][CH:12]=[C:13]4[C:19](=[O:20])[NH:18][CH2:17][CH2:16][C:15]=2[C:14]=34)[CH:2]=[CH:3][CH:4]=1)=[O:22]. Given the reactants [C:1]1([C:7]2[NH:8][C:9]3[CH:10]=[CH:11][CH:12]=[C:13]4[C:19](=[O:20])[NH:18][CH2:17][CH2:16][C:15]=2[C:14]=34)[CH:6]=[CH:5][CH:4]=[CH:3][CH:2]=1.[CH:21](C1C=C(B(O)O)C=CC=1)=[O:22], predict the reaction product. (6) The product is: [NH2:8][CH:9]([C:13]1[CH:18]=[CH:17][CH:16]=[C:15]([F:19])[C:14]=1[CH3:20])[CH2:10][OH:11]. Given the reactants [BH4-].[Li+].Cl[Si](C)(C)C.[NH2:8][CH:9]([C:13]1[CH:18]=[CH:17][CH:16]=[C:15]([F:19])[C:14]=1[CH3:20])[C:10](O)=[O:11], predict the reaction product. (7) Given the reactants Cl[CH2:2][C:3]([CH3:5])=[CH2:4].[C:6]([NH:9][C:10]1[CH:15]=[CH:14][CH:13]=[CH:12][C:11]=1[OH:16])(=[O:8])[CH3:7], predict the reaction product. The product is: [CH3:5][C:3](=[CH2:4])[CH2:2][O:16][C:11]1[CH:12]=[CH:13][CH:14]=[CH:15][C:10]=1[NH:9][C:6](=[O:8])[CH3:7]. (8) The product is: [C:3]([C:7]1[N:11]([CH2:12][CH:13]2[CH2:14][CH2:15][C:16]([F:19])([F:20])[CH2:17][CH2:18]2)[C:10]2[CH:21]=[CH:22][C:23]([S:25]([N:28]3[CH2:33][CH2:32][CH2:31][C@H:30]([C:34]([OH:36])=[O:35])[CH2:29]3)(=[O:27])=[O:26])=[CH:24][C:9]=2[N:8]=1)([CH3:6])([CH3:4])[CH3:5]. Given the reactants [OH-].[Na+].[C:3]([C:7]1[N:11]([CH2:12][CH:13]2[CH2:18][CH2:17][C:16]([F:20])([F:19])[CH2:15][CH2:14]2)[C:10]2[CH:21]=[CH:22][C:23]([S:25]([N:28]3[CH2:33][CH2:32][CH2:31][C@H:30]([C:34]([O:36]CC)=[O:35])[CH2:29]3)(=[O:27])=[O:26])=[CH:24][C:9]=2[N:8]=1)([CH3:6])([CH3:5])[CH3:4], predict the reaction product. (9) Given the reactants [NH2:1][C:2]1[C:11]2[C:6](=[CH:7][CH:8]=[CH:9][CH:10]=2)[CH:5]=[CH:4][C:3]=1[C:12]([OH:21])([C:17]([F:20])([F:19])[F:18])[C:13]([F:16])([F:15])[F:14].[CH3:22][O:23][CH2:24][C:25](Cl)=[O:26], predict the reaction product. The product is: [CH3:22][O:23][CH2:24][C:25]([NH:1][C:2]1[C:11]2[C:6](=[CH:7][CH:8]=[CH:9][CH:10]=2)[CH:5]=[CH:4][C:3]=1[C:12]([OH:21])([C:13]([F:14])([F:15])[F:16])[C:17]([F:18])([F:19])[F:20])=[O:26].